From a dataset of Catalyst prediction with 721,799 reactions and 888 catalyst types from USPTO. Predict which catalyst facilitates the given reaction. (1) Reactant: [CH3:1][C:2]1[CH:7]=[C:6]([N+:8]([O-:10])=[O:9])[C:5]([O:11][CH2:12][CH3:13])=[CH:4][C:3]=1F.C([O-])([O-])=O.[K+].[K+].Cl.[CH3:22][S:23]([CH2:26][CH2:27][N:28]1[CH2:33][CH2:32][NH:31][CH2:30][CH2:29]1)(=[O:25])=[O:24]. The catalyst class is: 549. Product: [CH3:1][C:2]1[CH:7]=[C:6]([N+:8]([O-:10])=[O:9])[C:5]([O:11][CH2:12][CH3:13])=[CH:4][C:3]=1[N:31]1[CH2:30][CH2:29][N:28]([CH2:27][CH2:26][S:23]([CH3:22])(=[O:24])=[O:25])[CH2:33][CH2:32]1. (2) Reactant: [CH3:1][O:2][C:3]1[CH:12]=[CH:11][C:10]([CH2:13][N:14]2[CH:18]=[CH:17][N:16]=[N:15]2)=[CH:9][C:4]=1[C:5]([O:7]C)=[O:6].C(OCC)(=O)C.CCCCCC.[OH-].[Li+].C(O)(=O)CC(CC(O)=O)(C(O)=O)O. The catalyst class is: 6. Product: [CH3:1][O:2][C:3]1[CH:12]=[CH:11][C:10]([CH2:13][N:14]2[CH:18]=[CH:17][N:16]=[N:15]2)=[CH:9][C:4]=1[C:5]([OH:7])=[O:6]. (3) Reactant: [OH:1][C:2]12[CH2:21][CH:20]([O:22][CH2:23][O:24][CH3:25])[CH2:19][CH:12]3[O:13][C:14]([CH3:18])([CH3:17])[O:15][CH2:16][C:11]13[CH:10]1[CH:5]([C:6]3([O:37][CH2:38][O:39][CH3:40])[CH2:32][CH2:31][CH:30]([CH:33]=[N:34]O)[C:7]3([CH3:36])[CH2:8][CH:9]1[O:26][CH2:27][O:28][CH3:29])[CH2:4][CH2:3]2.C(N1C=CN=C1)(N1C=CN=C1)=O.[NH4+].[Cl-]. The catalyst class is: 2. Product: [OH:1][C@@:2]12[CH2:21][C@@H:20]([O:22][CH2:23][O:24][CH3:25])[CH2:19][C@H:12]3[O:13][C:14]([CH3:17])([CH3:18])[O:15][CH2:16][C@@:11]13[CH:10]1[CH:5]([C@@:6]3([O:37][CH2:38][O:39][CH3:40])[CH2:32][CH2:31][C@H:30]([C:33]#[N:34])[C@@:7]3([CH3:36])[CH2:8][C@H:9]1[O:26][CH2:27][O:28][CH3:29])[CH2:4][CH2:3]2. (4) Reactant: BrBr.[CH3:3][C:4]1[N:9]([C:10]2[CH:15]=[CH:14][CH:13]=[C:12]([C:16]([F:19])([F:18])[F:17])[CH:11]=2)[C:8](=[O:20])[C:7]([C:21]([NH:23][CH2:24][C:25]2[CH:30]=[CH:29][C:28]([S:31]([CH3:34])(=[O:33])=[O:32])=[CH:27][CH:26]=2)=[O:22])=[CH:6][C:5]=1[C:35](=O)[CH2:36][CH3:37]. Product: [CH3:7][C:8]1[O:20][C:36]([CH3:37])=[C:35]([C:5]2[CH:6]=[C:7]([C:21]([NH:23][CH2:24][C:25]3[CH:30]=[CH:29][C:28]([S:31]([CH3:34])(=[O:32])=[O:33])=[CH:27][CH:26]=3)=[O:22])[C:8](=[O:20])[N:9]([C:10]3[CH:15]=[CH:14][CH:13]=[C:12]([C:16]([F:18])([F:17])[F:19])[CH:11]=3)[C:4]=2[CH3:3])[N:9]=1. The catalyst class is: 1.